Predict the reactants needed to synthesize the given product. From a dataset of Full USPTO retrosynthesis dataset with 1.9M reactions from patents (1976-2016). Given the product [CH3:30][C:6]1[C:7]([C:8]2[C:9]([CH3:29])=[C:10]([CH:26]=[CH:27][CH:28]=2)[CH2:11][NH:12][C:13]2[CH:25]=[CH:24][C:16]3[C@H:17]([CH2:20][C:21]([O-:23])=[O:22])[CH2:18][O:19][C:15]=3[CH:14]=2)=[C:2]([CH3:1])[N:3]=[C:4]([N:31]2[CH2:36][CH2:35][O:34][CH2:33][CH2:32]2)[N:5]=1.[Na+:38], predict the reactants needed to synthesize it. The reactants are: [CH3:1][C:2]1[C:7]([C:8]2[C:9]([CH3:29])=[C:10]([CH:26]=[CH:27][CH:28]=2)[CH2:11][NH:12][C:13]2[CH:25]=[CH:24][C:16]3[C@H:17]([CH2:20][C:21]([OH:23])=[O:22])[CH2:18][O:19][C:15]=3[CH:14]=2)=[C:6]([CH3:30])[N:5]=[C:4]([N:31]2[CH2:36][CH2:35][O:34][CH2:33][CH2:32]2)[N:3]=1.[OH-].[Na+:38].C(#N)C.